This data is from Reaction yield outcomes from USPTO patents with 853,638 reactions. The task is: Predict the reaction yield, written as a fraction of the theoretical maximum amount of product (1.0 means a 100% yield; for example, 0.34 means a 34% yield). (1) The reactants are [CH3:1][O:2][C:3](=[O:16])[C:4]1[CH:9]=[C:8](I)[C:7]([C:11]([F:14])([F:13])[F:12])=[CH:6][C:5]=1[NH2:15].[CH3:17][N:18]1[CH:22]=[CH:21][CH:20]=[C:19]1[Sn](CCCC)(CCCC)CCCC. The catalyst is O1CCOCC1. The product is [CH3:1][O:2][C:3](=[O:16])[C:4]1[CH:9]=[C:8]([C:19]2[N:18]([CH3:17])[CH:22]=[CH:21][CH:20]=2)[C:7]([C:11]([F:14])([F:13])[F:12])=[CH:6][C:5]=1[NH2:15]. The yield is 0.145. (2) The reactants are [CH2:1]([N:3]([CH3:17])[S:4]([C:7]1[CH:8]=[N:9][C:10]([Sn](C)(C)C)=[CH:11][CH:12]=1)(=[O:6])=[O:5])[CH3:2].[NH2:18][C:19]1[C:24]([C:25]2[CH:26]=[C:27]3[C:32](=[CH:33][CH:34]=2)[C:31](=[O:35])[NH:30][CH2:29][CH2:28]3)=[CH:23][C:22](Br)=[CH:21][N:20]=1. The catalyst is O1CCOCC1.C1C=CC([P]([Pd]([P](C2C=CC=CC=2)(C2C=CC=CC=2)C2C=CC=CC=2)([P](C2C=CC=CC=2)(C2C=CC=CC=2)C2C=CC=CC=2)[P](C2C=CC=CC=2)(C2C=CC=CC=2)C2C=CC=CC=2)(C2C=CC=CC=2)C2C=CC=CC=2)=CC=1. The product is [NH2:18][C:19]1[N:20]=[CH:21][C:22]([C:10]2[CH:11]=[CH:12][C:7]([S:4]([N:3]([CH2:1][CH3:2])[CH3:17])(=[O:6])=[O:5])=[CH:8][N:9]=2)=[CH:23][C:24]=1[C:25]1[CH:26]=[C:27]2[C:32](=[CH:33][CH:34]=1)[C:31](=[O:35])[NH:30][CH2:29][CH2:28]2. The yield is 0.500. (3) The reactants are [C:1]1([CH:7]([O:10][CH2:11][CH2:12][O:13][Si](C)(C)C)[C:8]#[N:9])[CH:6]=[CH:5][CH:4]=[CH:3][CH:2]=1.Cl. No catalyst specified. The product is [NH2:9][CH2:8][CH:7]([C:1]1[CH:6]=[CH:5][CH:4]=[CH:3][CH:2]=1)[O:10][CH2:11][CH2:12][OH:13]. The yield is 0.895. (4) The reactants are [OH-].[Na+].[C:3]([O:7][C:8]([N:10]([CH:39]1[CH2:43][CH2:42][CH2:41][CH2:40]1)[CH2:11][CH2:12][CH2:13][C:14]1[CH:19]=[CH:18][C:17]([C:20]([C:22]2[N:30]3[C:25]([CH:26]=[C:27]([C:31]([O:33]C(C)C)=[O:32])[CH:28]=[CH:29]3)=[CH:24][C:23]=2[CH2:37][CH3:38])=[O:21])=[CH:16][CH:15]=1)=[O:9])([CH3:6])([CH3:5])[CH3:4]. The catalyst is O1CCOCC1. The product is [C:3]([O:7][C:8]([N:10]([CH:39]1[CH2:40][CH2:41][CH2:42][CH2:43]1)[CH2:11][CH2:12][CH2:13][C:14]1[CH:15]=[CH:16][C:17]([C:20]([C:22]2[N:30]3[C:25]([CH:26]=[C:27]([C:31]([OH:33])=[O:32])[CH:28]=[CH:29]3)=[CH:24][C:23]=2[CH2:37][CH3:38])=[O:21])=[CH:18][CH:19]=1)=[O:9])([CH3:4])([CH3:5])[CH3:6]. The yield is 1.00.